This data is from Reaction yield outcomes from USPTO patents with 853,638 reactions. The task is: Predict the reaction yield, written as a fraction of the theoretical maximum amount of product (1.0 means a 100% yield; for example, 0.34 means a 34% yield). (1) The reactants are C(NC1CCC([CH2:11][NH:12][C:13](=[O:19])[O:14][C:15]([CH3:18])([CH3:17])[CH3:16])CC1)(C)C.[N:20]1([CH:29]=[O:30])[C:24]2[CH:25]=[CH:26][CH:27]=[CH:28][C:23]=2N=N1.[CH2:31]1[CH2:35]OC[CH2:32]1. No catalyst specified. The product is [CH:31]([C:29]([NH:20][CH:24]1[CH2:25][CH2:26][CH:27]([N:12]([CH3:11])[C:13](=[O:19])[O:14][C:15]([CH3:16])([CH3:18])[CH3:17])[CH2:28][CH2:23]1)=[O:30])([CH3:35])[CH3:32]. The yield is 1.00. (2) The reactants are [C:1]([C:3]1[CH:8]=[C:7]([O:9][CH3:10])[C:6]([OH:11])=[CH:5][C:4]=1[N:12]=[CH:13][N:14]([CH3:16])[CH3:15])#[N:2].C(=O)([O-])[O-].[Cs+].[Cs+].Br[CH2:24][CH2:25][CH2:26][Cl:27]. The catalyst is C(#N)C. The product is [Cl:27][CH2:26][CH2:25][CH2:24][O:11][C:6]1[C:7]([O:9][CH3:10])=[CH:8][C:3]([C:1]#[N:2])=[C:4]([N:12]=[CH:13][N:14]([CH3:15])[CH3:16])[CH:5]=1. The yield is 0.910. (3) The reactants are [C:1](Cl)(=[O:3])[CH3:2].[C:5]([O:9][C:10](=[O:53])[N:11]([CH:40]1[CH2:45][CH2:44][N:43]([CH2:46][C:47]2[CH:52]=[CH:51][CH:50]=[CH:49][CH:48]=2)[CH2:42][CH2:41]1)[CH2:12][C:13]1[N:14]=[C:15]([CH2:37][NH:38][CH3:39])[N:16]([C:18]([C:31]2[CH:36]=[CH:35][CH:34]=[CH:33][CH:32]=2)([C:25]2[CH:30]=[CH:29][CH:28]=[CH:27][CH:26]=2)[C:19]2[CH:24]=[CH:23][CH:22]=[CH:21][CH:20]=2)[CH:17]=1)([CH3:8])([CH3:7])[CH3:6].C(N(CC)CC)C. The catalyst is C1COCC1. The product is [C:5]([O:9][C:10](=[O:53])[N:11]([CH2:12][C:13]1[N:14]=[C:15]([CH2:37][N:38]([C:1](=[O:3])[CH3:2])[CH3:39])[N:16]([C:18]([C:31]2[CH:32]=[CH:33][CH:34]=[CH:35][CH:36]=2)([C:19]2[CH:20]=[CH:21][CH:22]=[CH:23][CH:24]=2)[C:25]2[CH:30]=[CH:29][CH:28]=[CH:27][CH:26]=2)[CH:17]=1)[CH:40]1[CH2:45][CH2:44][N:43]([CH2:46][C:47]2[CH:52]=[CH:51][CH:50]=[CH:49][CH:48]=2)[CH2:42][CH2:41]1)([CH3:8])([CH3:6])[CH3:7]. The yield is 0.870. (4) The reactants are C(OC(=O)[NH:10][CH2:11][C@H:12]1[CH2:17][CH2:16][C@H:15]([C:18](=[O:27])[NH:19][CH2:20][C:21]2[CH:26]=[CH:25][N:24]=[CH:23][CH:22]=2)[CH2:14][CH2:13]1)C1C=CC=CC=1.C([O-])=O.[NH4+]. The catalyst is CO.[Pd]. The product is [N:24]1[CH:25]=[CH:26][C:21]([CH2:20][NH:19][C:18]([C@H:15]2[CH2:16][CH2:17][C@H:12]([CH2:11][NH2:10])[CH2:13][CH2:14]2)=[O:27])=[CH:22][CH:23]=1. The yield is 0.860. (5) The reactants are C([N:8](CC1C=CC=CC=1)[C:9]1[C:14]2[N:15]=[C:16]([CH2:26][CH2:27][CH3:28])[N:17]([CH2:18][C:19]3([OH:25])[CH2:24][CH2:23][CH2:22][CH2:21][CH2:20]3)[C:13]=2[C:12]([CH3:29])=[C:11]([CH3:30])[N:10]=1)C1C=CC=CC=1.C([O-])=O.[NH4+]. The catalyst is [Pd].CO.C(O)C. The product is [NH2:8][C:9]1[C:14]2[N:15]=[C:16]([CH2:26][CH2:27][CH3:28])[N:17]([CH2:18][C:19]3([OH:25])[CH2:24][CH2:23][CH2:22][CH2:21][CH2:20]3)[C:13]=2[C:12]([CH3:29])=[C:11]([CH3:30])[N:10]=1. The yield is 0.640. (6) The reactants are C(=O)(O)[O-].[Na+].C(O)(=O)C.[OH:10][CH2:11][CH2:12][CH:13]1[CH2:18][CH2:17][NH:16][CH2:15][CH2:14]1.[C:19](O[C:19]([O:21][C:22]([CH3:25])([CH3:24])[CH3:23])=[O:20])([O:21][C:22]([CH3:25])([CH3:24])[CH3:23])=[O:20]. The catalyst is O1CCCC1.O.C(OCC)(=O)C. The product is [OH:10][CH2:11][CH2:12][CH:13]1[CH2:18][CH2:17][N:16]([C:19]([O:21][C:22]([CH3:25])([CH3:24])[CH3:23])=[O:20])[CH2:15][CH2:14]1. The yield is 0.810.